Dataset: Forward reaction prediction with 1.9M reactions from USPTO patents (1976-2016). Task: Predict the product of the given reaction. (1) Given the reactants Cl[C:2]1[N:7]=[C:6]([NH:8][C:9]2[CH:10]=[C:11]3[C:15](=[CH:16][CH:17]=2)[NH:14][N:13]=[CH:12]3)[CH:5]=[CH:4][N:3]=1.[Cl:18][C:19]1[CH:20]=[C:21]2[C:25](=[CH:26][CH:27]=1)[CH2:24][NH:23][CH2:22]2.CCN(C(C)C)C(C)C, predict the reaction product. The product is: [Cl:18][C:19]1[CH:20]=[C:21]2[C:25](=[CH:26][CH:27]=1)[CH2:24][N:23]([C:2]1[N:7]=[C:6]([NH:8][C:9]3[CH:10]=[C:11]4[C:15](=[CH:16][CH:17]=3)[NH:14][N:13]=[CH:12]4)[CH:5]=[CH:4][N:3]=1)[CH2:22]2. (2) Given the reactants [CH:1]1([N:7]2[CH2:13][C:12]([F:15])([F:14])[C:11](=[O:16])[N:10]([CH3:17])[C:9]3[CH:18]=[N:19][C:20]([NH:22][C:23]4[CH:31]=[CH:30][C:26]([C:27](O)=[O:28])=[CH:25][C:24]=4[O:32][CH3:33])=[N:21][C:8]2=3)[CH2:6][CH2:5][CH2:4][CH2:3][CH2:2]1.C(N(CC)CC)C.F[P-](F)(F)(F)(F)F.CN(C(N(C)C)=[N+]1C2C(=NC=CC=2)[N+]([O-])=N1)C.[CH3:65][C:66]([O:69][C:70]([N:72]1[CH2:77][CH2:76][CH:75]([NH2:78])[CH2:74][CH2:73]1)=[O:71])([CH3:68])[CH3:67], predict the reaction product. The product is: [C:66]([O:69][C:70]([N:72]1[CH2:77][CH2:76][CH:75]([NH:78][C:27](=[O:28])[C:26]2[CH:30]=[CH:31][C:23]([NH:22][C:20]3[N:19]=[CH:18][C:9]4[N:10]([CH3:17])[C:11](=[O:16])[C:12]([F:14])([F:15])[CH2:13][N:7]([CH:1]5[CH2:2][CH2:3][CH2:4][CH2:5][CH2:6]5)[C:8]=4[N:21]=3)=[C:24]([O:32][CH3:33])[CH:25]=2)[CH2:74][CH2:73]1)=[O:71])([CH3:68])([CH3:65])[CH3:67]. (3) Given the reactants [OH:1][CH:2]1[CH2:11][C:10]([CH3:13])([CH3:12])[C:9]2[C:4](=[CH:5][CH:6]=[CH:7][CH:8]=2)[C:3]1=[N:14]O.Cl, predict the reaction product. The product is: [NH2:14][CH:3]1[C:4]2[C:9](=[CH:8][CH:7]=[CH:6][CH:5]=2)[C:10]([CH3:12])([CH3:13])[CH2:11][CH:2]1[OH:1]. (4) Given the reactants [Br:1][C:2]1[CH:3]=[CH:4][C:5]([C:8]([OH:10])=O)=[N:6][CH:7]=1.O=S(Cl)[Cl:13], predict the reaction product. The product is: [Br:1][C:2]1[CH:3]=[CH:4][C:5]([C:8]([Cl:13])=[O:10])=[N:6][CH:7]=1. (5) Given the reactants [CH2:1]([NH2:4])[C:2]#[CH:3].[O:5](C(OC(C)(C)C)=O)[C:6]([O:8][C:9]([CH3:12])([CH3:11])[CH3:10])=O.[CH2:20]1[CH2:24]OC[CH2:21]1, predict the reaction product. The product is: [CH2:1]([N:4]([CH2:24][C:20]#[CH:21])[C:6](=[O:5])[O:8][C:9]([CH3:12])([CH3:11])[CH3:10])[C:2]#[CH:3].